From a dataset of Reaction yield outcomes from USPTO patents with 853,638 reactions. Predict the reaction yield, written as a fraction of the theoretical maximum amount of product (1.0 means a 100% yield; for example, 0.34 means a 34% yield). (1) The reactants are [NH2:1][C:2]1[CH:6]=[C:5]([Br:7])[S:4][C:3]=1[C:8]([O:10]C)=[O:9].C[O-].[Na+].CO.Cl. The catalyst is O. The product is [NH2:1][C:2]1[CH:6]=[C:5]([Br:7])[S:4][C:3]=1[C:8]([OH:10])=[O:9]. The yield is 0.690. (2) The reactants are C(OC([N:8]1[CH2:13][CH2:12][N:11]([C:14]2[CH:19]=[CH:18][C:17]([NH:20][C:21]([C:23]3[N:24]([CH2:34][CH3:35])[C:25]4[C:30]([CH:31]=3)=[C:29]([Cl:32])[C:28]([Cl:33])=[CH:27][CH:26]=4)=[O:22])=[CH:16][CH:15]=2)[CH2:10][CH2:9]1)=O)(C)(C)C. The catalyst is C(Cl)Cl.Cl.O1CCOCC1. The product is [ClH:32].[N:11]1([C:14]2[CH:19]=[CH:18][C:17]([NH:20][C:21]([C:23]3[N:24]([CH2:34][CH3:35])[C:25]4[C:30]([CH:31]=3)=[C:29]([Cl:32])[C:28]([Cl:33])=[CH:27][CH:26]=4)=[O:22])=[CH:16][CH:15]=2)[CH2:12][CH2:13][NH:8][CH2:9][CH2:10]1. The yield is 0.990. (3) The reactants are O.[CH2:2]([C@H:6]1[O:8][C@@H:7]1[CH2:9][OH:10])[CH2:3][CH2:4][CH3:5].I(O)(=O)(=O)=[O:12].[CH:16]1([NH:22][CH:23]2[CH2:28][CH2:27][CH2:26][CH2:25][CH2:24]2)[CH2:21][CH2:20][CH2:19][CH2:18][CH2:17]1. The catalyst is O.Cl[Ru](Cl)Cl.C(OCC)(=O)C.C(Cl)(Cl)(Cl)Cl.C(#N)C. The product is [CH:23]1([NH2+:22][CH:16]2[CH2:17][CH2:18][CH2:19][CH2:20][CH2:21]2)[CH2:24][CH2:25][CH2:26][CH2:27][CH2:28]1.[CH2:2]([C@H:6]1[O:8][C@@H:7]1[C:9]([O-:12])=[O:10])[CH2:3][CH2:4][CH3:5]. The yield is 0.700. (4) The reactants are Br[C:2]1[CH:8]=[CH:7][C:5]([NH2:6])=[CH:4][C:3]=1[O:9][C:10]([F:13])([F:12])[F:11].C(OC(=O)[NH:20][C@H:21]([CH2:36][CH:37]([CH3:39])[CH3:38])[C:22](NC1C=C(OC)C(Br)=CC=1C#N)=[O:23])(C)(C)C.[O:41]1[CH:45]=[CH:44][N:43]=[CH:42]1. No catalyst specified. The product is [NH2:20][C@H:21]([CH2:36][CH:37]([CH3:38])[CH3:39])[C:22]([NH:6][C:5]1[CH:7]=[CH:8][C:2]([C:45]2[O:41][CH:42]=[N:43][CH:44]=2)=[C:3]([O:9][C:10]([F:13])([F:12])[F:11])[CH:4]=1)=[O:23]. The yield is 0.810. (5) The reactants are [CH2:1]([CH:8]1[C:14](=[O:15])[CH2:13][CH:12]2[CH2:16][CH:9]1[CH2:10][CH2:11]2)[C:2]1[CH:7]=[CH:6][CH:5]=[CH:4][N:3]=1.CC([O-])(C)C.[K+].C1COCC1.[N:28](OCCC(C)C)=[O:29].Cl. The catalyst is C1COCC1. The product is [CH2:1]([CH:8]1[C:14](=[O:15])[C:13](=[N:28][OH:29])[CH:12]2[CH2:16][CH:9]1[CH2:10][CH2:11]2)[C:2]1[CH:7]=[CH:6][CH:5]=[CH:4][N:3]=1. The yield is 0.410. (6) The reactants are [F:1][C:2]1[CH:7]=[CH:6][C:5]([C:8]2[N:9]=[C:10]([NH2:22])[N:11]=[N:12][C:13]=2[C:14]2[CH:19]=[C:18]([CH3:20])[N:17]=[C:16](Cl)[CH:15]=2)=[CH:4][CH:3]=1.[NH:23]1[CH2:26][CH2:25][CH2:24]1. No catalyst specified. The product is [N:23]1([C:16]2[CH:15]=[C:14]([C:13]3[N:12]=[N:11][C:10]([NH2:22])=[N:9][C:8]=3[C:5]3[CH:6]=[CH:7][C:2]([F:1])=[CH:3][CH:4]=3)[CH:19]=[C:18]([CH3:20])[N:17]=2)[CH2:26][CH2:25][CH2:24]1. The yield is 0.0400. (7) The yield is 0.300. The product is [O:1]1[CH2:6][CH2:5][N:4]([C:7]2[O:8][C:9]3[CH:15]=[CH:14][C:13]([NH2:16])=[CH:12][C:10]=3[N:11]=2)[CH2:3][CH2:2]1. The reactants are [O:1]1[CH2:6][CH2:5][N:4]([C:7]2[O:8][C:9]3[CH:15]=[CH:14][C:13]([N+:16]([O-])=O)=[CH:12][C:10]=3[N:11]=2)[CH2:3][CH2:2]1.S(S([O-])=O)([O-])=O.[Na+].[Na+]. The catalyst is C(O)C.O.O. (8) The reactants are [CH2:1]([C:5]1[C:14]2[CH2:15][C@H:16]([CH3:19])[O:17][CH2:18][C:13]=2[C:12]2[CH2:11][N:10]([CH2:20][C:21]3[CH:26]=[CH:25][C:24]([O:27][CH3:28])=[CH:23][CH:22]=3)[CH2:9][CH2:8][C:7]=2[N:6]=1)[CH2:2][CH2:3][CH3:4].[CH3:29][O:30]C1C=C(C=CC=1OC)C=O.[BH3-]C#N.[Na+]. No catalyst specified. The product is [CH2:1]([C:5]1[C:14]2[CH2:15][C@H:16]([CH3:19])[O:17][CH2:18][C:13]=2[C:12]2[CH2:11][N:10]([CH2:20][C:21]3[CH:26]=[CH:25][C:24]([O:27][CH3:28])=[C:23]([O:30][CH3:29])[CH:22]=3)[CH2:9][CH2:8][C:7]=2[N:6]=1)[CH2:2][CH2:3][CH3:4]. The yield is 0.880. (9) The reactants are [CH3:1][C:2]1[O:6][C:5]([CH:7]([NH2:13])[C:8]2([CH3:12])[CH2:11][O:10][CH2:9]2)=[CH:4][CH:3]=1.C([O:16][C:17]1[C:20](=[O:21])[C:19](=O)[C:18]=1[NH:23][C:24]1[C:25]([OH:40])=[C:26]([CH:37]=[CH:38][CH:39]=1)[C:27]([N:29]1[CH2:33][CH2:32][CH2:31][C@@H:30]1[C:34]([OH:36])=[O:35])=[O:28])C. The catalyst is CO.C(OCC)C. The product is [OH:40][C:25]1[C:24]([NH:23][C:18]2[C:17](=[O:16])[C:20](=[O:21])[C:19]=2[NH:13][CH:7]([C:5]2[O:6][C:2]([CH3:1])=[CH:3][CH:4]=2)[C:8]2([CH3:12])[CH2:9][O:10][CH2:11]2)=[CH:39][CH:38]=[CH:37][C:26]=1[C:27]([N:29]1[CH2:33][CH2:32][CH2:31][C@@H:30]1[C:34]([OH:36])=[O:35])=[O:28]. The yield is 0.350.